This data is from Full USPTO retrosynthesis dataset with 1.9M reactions from patents (1976-2016). The task is: Predict the reactants needed to synthesize the given product. The reactants are: [CH3:1][O:2][C:3]1[CH:4]=[C:5]([C:9]2([C:15]#[N:16])[CH2:14][CH2:13][NH:12][CH2:11][CH2:10]2)[CH:6]=[CH:7][CH:8]=1.C(N(CC)CC)C.[C:24](Cl)(=[O:31])[C:25]1[CH:30]=[CH:29][CH:28]=[CH:27][CH:26]=1.C(=O)([O-])O.[Na+]. Given the product [C:24]([N:12]1[CH2:13][CH2:14][C:9]([C:5]2[CH:6]=[CH:7][CH:8]=[C:3]([O:2][CH3:1])[CH:4]=2)([C:15]#[N:16])[CH2:10][CH2:11]1)(=[O:31])[C:25]1[CH:30]=[CH:29][CH:28]=[CH:27][CH:26]=1, predict the reactants needed to synthesize it.